Dataset: Forward reaction prediction with 1.9M reactions from USPTO patents (1976-2016). Task: Predict the product of the given reaction. (1) Given the reactants [CH3:1][O:2][C:3]1[CH:8]=[CH:7][C:6]([NH:9][CH2:10][C:11]([NH:13][C:14]2[C:15]([C:22]3[CH:27]=[CH:26][C:25]([N:28]([CH3:30])[CH3:29])=[CH:24][CH:23]=3)=[N:16][C:17]([O:20][CH3:21])=[CH:18][CH:19]=2)=[O:12])=[CH:5][CH:4]=1.C(OCC)(=O)C.C(=O)(O)[O-].[Na+].[Br:42][CH2:43][C:44](Br)=[O:45], predict the reaction product. The product is: [Br:42][CH2:43][C:44]([N:9]([CH2:10][C:11]([NH:13][C:14]1[C:15]([C:22]2[CH:23]=[CH:24][C:25]([N:28]([CH3:30])[CH3:29])=[CH:26][CH:27]=2)=[N:16][C:17]([O:20][CH3:21])=[CH:18][CH:19]=1)=[O:12])[C:6]1[CH:5]=[CH:4][C:3]([O:2][CH3:1])=[CH:8][CH:7]=1)=[O:45]. (2) Given the reactants [OH:1][C:2]1[C:19]2[CH2:18][C@@:17]([OH:24])([C:20](=[O:23])[CH2:21][OH:22])[CH2:16][C@H:15]([O:25][C@@H:26]3[O:40][C@@H:39]([CH3:41])[C@H:29]4[O:30][C@H:31]5[N:36]([C@H:28]4[CH2:27]3)[CH2:35][CH2:34][O:33][C@@H:32]5[O:37][CH3:38])[C:14]=2[C:13]([OH:42])=[C:12]2[C:3]=1[C:4](=[O:46])[C:5]1[CH:6]=[CH:7][CH:8]=[C:9]([O:44][CH3:45])[C:10]=1[C:11]2=[O:43].[O:47]1[CH:52]=[CH:51][CH2:50][CH2:49][CH:48]1[CH2:53][O:54][CH2:55][C:56]([O:58][CH2:59][CH3:60])=[O:57].C1(C)C=CC(S(O)(=O)=O)=CC=1.C(=O)(O)[O-].[Na+], predict the reaction product. The product is: [O:23]=[C:20]([C@@:17]1([OH:24])[CH2:16][C@H:15]([O:25][C@@H:26]2[O:40][C@@H:39]([CH3:41])[C@H:29]3[O:30][C@H:31]4[N:36]([C@H:28]3[CH2:27]2)[CH2:35][CH2:34][O:33][C@@H:32]4[O:37][CH3:38])[C:14]2[C:19](=[C:2]([OH:1])[C:3]3[C:4](=[O:46])[C:5]4[C:10]([C:11](=[O:43])[C:12]=3[C:13]=2[OH:42])=[C:9]([O:44][CH3:45])[CH:8]=[CH:7][CH:6]=4)[CH2:18]1)[CH2:21][O:22][CH:52]1[O:47][CH:48]([CH2:53][O:54][CH2:55][C:56]([O:58][CH2:59][CH3:60])=[O:57])[CH2:49][CH2:50][CH2:51]1. (3) Given the reactants Br[C:2]1[C:3](=[O:31])[N:4]([CH2:19][C:20]2[CH:30]=[CH:29][C:23]3[O:24][C:25]([F:28])([F:27])[O:26][C:22]=3[CH:21]=2)[C:5](=[O:18])[N:6]([C:8]2[CH:9]=[C:10]([NH:14][C:15](=[O:17])[CH3:16])[CH:11]=[CH:12][CH:13]=2)[N:7]=1.CN([CH:35]=[O:36])C.C[O-].[Na+], predict the reaction product. The product is: [F:27][C:25]1([F:28])[O:24][C:23]2[CH:29]=[CH:30][C:20]([CH2:19][N:4]3[C:3](=[O:31])[C:2]([O:36][CH3:35])=[N:7][N:6]([C:8]4[CH:9]=[C:10]([NH:14][C:15](=[O:17])[CH3:16])[CH:11]=[CH:12][CH:13]=4)[C:5]3=[O:18])=[CH:21][C:22]=2[O:26]1. (4) Given the reactants Br[C:2]1[CH:3]=[CH:4][C:5]2[O:11][CH2:10][CH2:9][N:8]([C:12]3[C:21]4[C:16](=[CH:17][CH:18]=[CH:19][CH:20]=4)[N:15]=[CH:14][CH:13]=3)[CH2:7][C:6]=2[CH:22]=1.CC1(C)C(C)(C)OB([C:31]2[CH:32]=[C:33]3[C:37](=[CH:38][CH:39]=2)[N:36]([CH3:40])[N:35]=[CH:34]3)O1.C(=O)([O-])[O-].[K+].[K+], predict the reaction product. The product is: [CH3:40][N:36]1[C:37]2[C:33](=[CH:32][C:31]([C:2]3[CH:3]=[CH:4][C:5]4[O:11][CH2:10][CH2:9][N:8]([C:12]5[C:21]6[C:16](=[CH:17][CH:18]=[CH:19][CH:20]=6)[N:15]=[CH:14][CH:13]=5)[CH2:7][C:6]=4[CH:22]=3)=[CH:39][CH:38]=2)[CH:34]=[N:35]1. (5) Given the reactants [Cl:1][C:2]1[CH:3]=[CH:4][C:5]([O:23][CH3:24])=[C:6]([C@@:8]2([F:22])[C:16]3[C:11](=[CH:12][C:13]([C:17]([F:20])([F:19])[F:18])=[CH:14][CH:15]=3)[NH:10][C:9]2=[O:21])[CH:7]=1.[H-].[Na+].[CH2:27]([O:34][C@H:35]1[C@H:40]([O:41][CH2:42][C:43]2[CH:48]=[CH:47][CH:46]=[CH:45][CH:44]=2)[C@@H:39]([CH2:49][O:50][CH2:51][C:52]2[CH:57]=[CH:56][CH:55]=[CH:54][CH:53]=2)[O:38][C@@H:37]2[O:58][C@H:36]12)[C:28]1[CH:33]=[CH:32][CH:31]=[CH:30][CH:29]=1.C(=O)(O)[O-].[Na+], predict the reaction product. The product is: [CH2:27]([O:34][C@@H:35]1[C@@H:40]([O:41][CH2:42][C:43]2[CH:48]=[CH:47][CH:46]=[CH:45][CH:44]=2)[C@@H:39]([CH2:49][O:50][CH2:51][C:52]2[CH:53]=[CH:54][CH:55]=[CH:56][CH:57]=2)[O:38][C@@H:37]([N:10]2[C:11]3[C:16](=[CH:15][CH:14]=[C:13]([C:17]([F:20])([F:19])[F:18])[CH:12]=3)[C@@:8]([C:6]3[CH:7]=[C:2]([Cl:1])[CH:3]=[CH:4][C:5]=3[O:23][CH3:24])([F:22])[C:9]2=[O:21])[C@@H:36]1[OH:58])[C:28]1[CH:33]=[CH:32][CH:31]=[CH:30][CH:29]=1.